Predict which catalyst facilitates the given reaction. From a dataset of Catalyst prediction with 721,799 reactions and 888 catalyst types from USPTO. (1) Reactant: [CH:1]([C:4]1[CH:9]=[C:8]([CH:10]([CH3:12])[CH3:11])[C:7]([S:13]([C:16]2[CH:21]=[CH:20][CH:19]=[CH:18][CH:17]=2)(=[O:15])=[O:14])=[CH:6][C:5]=1[S:22](Cl)(=[O:24])=[O:23])([CH3:3])[CH3:2].[CH2:26]([NH2:34])[CH2:27][C:28]1[CH:33]=[CH:32][CH:31]=[CH:30][CH:29]=1. Product: [CH:1]([C:4]1[CH:9]=[C:8]([CH:10]([CH3:12])[CH3:11])[C:7]([S:13]([C:16]2[CH:21]=[CH:20][CH:19]=[CH:18][CH:17]=2)(=[O:15])=[O:14])=[CH:6][C:5]=1[S:22]([NH:34][CH2:26][CH2:27][C:28]1[CH:33]=[CH:32][CH:31]=[CH:30][CH:29]=1)(=[O:24])=[O:23])([CH3:3])[CH3:2]. The catalyst class is: 4. (2) Reactant: [H-].[Al+3].[Li+].[H-].[H-].[H-].[C:7]([O:11][C:12]([N:14]([CH2:22][CH:23]([CH2:29][CH3:30])[C:24](OCC)=[O:25])C(OC(C)(C)C)=O)=[O:13])([CH3:10])([CH3:9])[CH3:8].O.O.O.O.O.O.O.O.O.O.S([O-])([O-])(=O)=O.[Na+].[Na+].C(OCC)(=O)C. Product: [C:7]([O:11][C:12](=[O:13])[NH:14][CH2:22][CH:23]([CH2:24][OH:25])[CH2:29][CH3:30])([CH3:8])([CH3:9])[CH3:10]. The catalyst class is: 7.